This data is from Catalyst prediction with 721,799 reactions and 888 catalyst types from USPTO. The task is: Predict which catalyst facilitates the given reaction. (1) Reactant: [C:1]([O:5][C:6]([N:8]1[C:12]2[CH:13]=[CH:14][CH:15]=[CH:16][C:11]=2[NH:10][CH:9]1[CH2:17][C:18]#[N:19])=[O:7])([CH3:4])([CH3:3])[CH3:2].[H-].[Na+].Cl[C:23]1[N:28]=[C:27]([C:29]([F:32])([F:31])[F:30])[CH:26]=[CH:25][N:24]=1.Cl. Product: [C:1]([O:5][C:6]([N:8]1[C:12]2[CH:13]=[CH:14][CH:15]=[CH:16][C:11]=2[NH:10][C:9]1=[C:17]([C:23]1[N:28]=[C:27]([C:29]([F:32])([F:31])[F:30])[CH:26]=[CH:25][N:24]=1)[C:18]#[N:19])=[O:7])([CH3:4])([CH3:3])[CH3:2]. The catalyst class is: 20. (2) Reactant: [CH3:1][O:2][C:3]1[C:4]([C:19]([F:22])([F:21])[F:20])=[CH:5][C:6]([N+:16]([O-])=O)=[C:7]([O:9][CH2:10][C:11](OCC)=[O:12])[CH:8]=1.O.O.[Sn](Cl)(Cl)(Cl)Cl.CC#N.O.FC(F)(F)C(O)=O. Product: [CH3:1][O:2][C:3]1[C:4]([C:19]([F:22])([F:21])[F:20])=[CH:5][C:6]2[NH:16][C:11](=[O:12])[CH2:10][O:9][C:7]=2[CH:8]=1. The catalyst class is: 8.